Dataset: Full USPTO retrosynthesis dataset with 1.9M reactions from patents (1976-2016). Task: Predict the reactants needed to synthesize the given product. (1) Given the product [C:26]([O:30][C:31]([N:33]1[CH2:34][CH2:41][N:40]([C:42]2[C:51]([O:52][CH3:53])=[C:50]3[C:45]([C:46](=[O:81])[C:47]([C:57]([O:59][CH2:2][C:3](=[O:4])[NH:5][C:6]4[CH:11]=[CH:10][C:9]([CH2:12][CH:13]([P:20]([O:23][CH3:24])([O:21][CH3:22])=[O:25])[P:14]([O:18][CH3:19])([O:16][CH3:17])=[O:15])=[CH:8][CH:7]=4)=[O:58])=[CH:48][N:49]3[CH:54]3[CH2:55][CH2:56]3)=[CH:44][C:43]=2[F:82])[CH2:39][CH:38]1[CH3:37])=[O:32])([CH3:28])([CH3:29])[CH3:27], predict the reactants needed to synthesize it. The reactants are: Br[CH2:2][C:3]([NH:5][C:6]1[CH:11]=[CH:10][C:9]([CH2:12][CH:13]([P:20](=[O:25])([O:23][CH3:24])[O:21][CH3:22])[P:14]([O:18][CH3:19])([O:16][CH3:17])=[O:15])=[CH:8][CH:7]=1)=[O:4].[C:26]([O:30][C:31]([N:33]1[CH2:38][CH2:37]C[C@H]2[CH2:39][N:40]([C:42]3[C:51]([O:52][CH3:53])=[C:50]4[C:45]([C:46](=[O:81])[C:47]([C:57]([O:59]CC(=O)NC(P(OCC)(OCC)=O)P(OCC)(OCC)=O)=[O:58])=[CH:48][N:49]4[CH:54]4[CH2:56][CH2:55]4)=[CH:44][C:43]=3[F:82])[CH2:41][C@@H:34]12)=[O:32])([CH3:29])([CH3:28])[CH3:27]. (2) Given the product [CH3:1][O:17][C:7]1[CH:8]=[CH:9][CH:10]=[C:11]2[C:16]=1[CH2:15][CH:14]=[CH:13][CH2:12]2, predict the reactants needed to synthesize it. The reactants are: [C:1](=O)([O-])[O-].[K+].[K+].[C:7]1([OH:17])[C:16]2[CH2:15][CH:14]=[CH:13][CH2:12][C:11]=2[CH:10]=[CH:9][CH:8]=1.S(OC)(OC)(=O)=O. (3) Given the product [Br:1][C:2]1[CH:7]=[CH:6][C:5]([Cl:8])=[CH:4][C:3]=1/[C:9](=[N:21]/[NH:20][C:17](=[NH:18])[NH2:19])/[CH2:10][CH2:11][C:12]([F:15])([F:14])[F:13], predict the reactants needed to synthesize it. The reactants are: [Br:1][C:2]1[CH:7]=[CH:6][C:5]([Cl:8])=[CH:4][C:3]=1[C:9](=O)[CH2:10][CH2:11][C:12]([F:15])([F:14])[F:13].[C:17]([NH:20][NH2:21])([NH2:19])=[NH:18].Cl.B(F)(F)F.CCOCC. (4) Given the product [OH:21][C:18]1([C:7]2[CH:14]=[CH:13][C:10]([C:11]#[N:12])=[CH:9][CH:8]=2)[CH2:19][CH2:20][O:15][CH2:16][CH2:17]1, predict the reactants needed to synthesize it. The reactants are: C([Mg]Cl)(C)C.I[C:7]1[CH:14]=[CH:13][C:10]([C:11]#[N:12])=[CH:9][CH:8]=1.[O:15]1[CH2:20][CH2:19][C:18](=[O:21])[CH2:17][CH2:16]1.[Cl-].[NH4+]. (5) Given the product [Cl:27][C:28]1[S:29][C:2]2[C:8]([C:9]([F:12])([F:11])[F:10])=[CH:7][CH:6]=[CH:5][C:3]=2[N:4]=1, predict the reactants needed to synthesize it. The reactants are: F[C:2]1[C:8]([C:9]([F:12])([F:11])[F:10])=[CH:7][CH:6]=[CH:5][C:3]=1[NH2:4].SC1SC2C(C(F)(F)F)=CC=CC=2N=1.[Cl:27][C:28]1[S:29]C2C=CC(Cl)=CC=2N=1. (6) Given the product [OH:2][C:3]1[CH:10]=[CH:9][C:8]([O:11][C:12]2[C:20]([CH3:21])=[CH:19][C:18]([N+:22]([O-:24])=[O:23])=[C:17]3[C:13]=2[CH2:14][CH2:15][CH2:16]3)=[CH:7][C:4]=1[CH:5]=[O:6], predict the reactants needed to synthesize it. The reactants are: C[O:2][C:3]1[CH:10]=[CH:9][C:8]([O:11][C:12]2[C:20]([CH3:21])=[CH:19][C:18]([N+:22]([O-:24])=[O:23])=[C:17]3[C:13]=2[CH2:14][CH2:15][CH2:16]3)=[CH:7][C:4]=1[CH:5]=[O:6].B(Cl)(Cl)Cl.CO.Cl. (7) Given the product [CH3:32][O:31][C:22]1[CH:21]=[C:20]([CH:6]([NH:7][C:8]2[CH:9]=[CH:10][C:11]([C:14]3[N:18]=[C:17]([CH3:19])[O:16][N:15]=3)=[CH:12][CH:13]=2)[C:5]2[NH:4][C:3](=[O:2])[N:36]([C:38]3[N:43]=[CH:42][CH:41]=[CH:40][N:39]=3)[N:37]=2)[CH:25]=[C:24]([CH2:26][O:27][CH3:28])[C:23]=1[O:29][CH3:30], predict the reactants needed to synthesize it. The reactants are: C[O:2][C:3](=O)[N:4]=[C:5](SC)[C:6]([C:20]1[CH:25]=[C:24]([CH2:26][O:27][CH3:28])[C:23]([O:29][CH3:30])=[C:22]([O:31][CH3:32])[CH:21]=1)=[N:7][C:8]1[CH:13]=[CH:12][C:11]([C:14]2[N:18]=[C:17]([CH3:19])[O:16][N:15]=2)=[CH:10][CH:9]=1.[NH:36]([C:38]1[N:43]=[CH:42][CH:41]=[CH:40][N:39]=1)[NH2:37].C(N(CC)CC)C.